Dataset: Forward reaction prediction with 1.9M reactions from USPTO patents (1976-2016). Task: Predict the product of the given reaction. Given the reactants [O:1]([CH2:8][C@@H:9]([OH:37])[CH2:10][NH:11][CH2:12][CH2:13][CH:14]([C:26]1[CH:31]=[CH:30][C:29]([NH:32][C:33]([O:35][CH3:36])=[O:34])=[CH:28][CH:27]=1)[C:15]1[CH:20]=[CH:19][C:18]([NH:21][C:22]([O:24][CH3:25])=[O:23])=[CH:17][CH:16]=1)[C:2]1[CH:7]=[CH:6][CH:5]=[CH:4][CH:3]=1.[C:38]([OH:50])(=[O:49])[CH2:39][C:40]([CH2:45][C:46]([OH:48])=[O:47])([C:42]([OH:44])=[O:43])[OH:41].O, predict the reaction product. The product is: [C:38]([OH:50])(=[O:49])[CH2:39][C:40]([CH2:45][C:46]([OH:48])=[O:47])([C:42]([OH:44])=[O:43])[OH:41].[O:1]([CH2:8][C@@H:9]([OH:37])[CH2:10][NH:11][CH2:12][CH2:13][CH:14]([C:15]1[CH:16]=[CH:17][C:18]([NH:21][C:22]([O:24][CH3:25])=[O:23])=[CH:19][CH:20]=1)[C:26]1[CH:31]=[CH:30][C:29]([NH:32][C:33]([O:35][CH3:36])=[O:34])=[CH:28][CH:27]=1)[C:2]1[CH:7]=[CH:6][CH:5]=[CH:4][CH:3]=1.